Dataset: NCI-60 drug combinations with 297,098 pairs across 59 cell lines. Task: Regression. Given two drug SMILES strings and cell line genomic features, predict the synergy score measuring deviation from expected non-interaction effect. Drug 1: CC1=CC=C(C=C1)C2=CC(=NN2C3=CC=C(C=C3)S(=O)(=O)N)C(F)(F)F. Drug 2: CC1CCC2CC(C(=CC=CC=CC(CC(C(=O)C(C(C(=CC(C(=O)CC(OC(=O)C3CCCCN3C(=O)C(=O)C1(O2)O)C(C)CC4CCC(C(C4)OC)OCCO)C)C)O)OC)C)C)C)OC. Cell line: NCI/ADR-RES. Synergy scores: CSS=-5.53, Synergy_ZIP=3.62, Synergy_Bliss=2.47, Synergy_Loewe=-3.58, Synergy_HSA=-3.75.